This data is from Forward reaction prediction with 1.9M reactions from USPTO patents (1976-2016). The task is: Predict the product of the given reaction. Given the reactants [CH3:1][O:2][C:3]([C:5]1[CH:6]=[CH:7][C:8]([C:11]([O-:13])=O)=[N:9][CH:10]=1)=[O:4].[K+].S(Cl)(Cl)=O.[CH:19]([N:22]([CH:26]([CH3:28])[CH3:27])[CH2:23][CH2:24][NH2:25])([CH3:21])[CH3:20].C(N(CC)CC)C, predict the reaction product. The product is: [CH3:1][O:2][C:3](=[O:4])[C:5]1[CH:6]=[CH:7][C:8]([C:11](=[O:13])[NH:25][CH2:24][CH2:23][N:22]([CH:26]([CH3:28])[CH3:27])[CH:19]([CH3:21])[CH3:20])=[N:9][CH:10]=1.